This data is from Full USPTO retrosynthesis dataset with 1.9M reactions from patents (1976-2016). The task is: Predict the reactants needed to synthesize the given product. (1) Given the product [Cl:1][C:2]1[CH:3]=[C:4]([C:9]2[CH:13]=[C:12]([CH2:14][CH2:15][CH2:16][C:17]([OH:30])=[O:18])[N:11]([C:19]3[CH:28]=[CH:27][C:26]4[C:21](=[CH:22][CH:23]=[CH:24][CH:25]=4)[CH:20]=3)[N:10]=2)[CH:5]=[C:6]([Cl:8])[CH:7]=1, predict the reactants needed to synthesize it. The reactants are: [Cl:1][C:2]1[CH:3]=[C:4]([C:9]2[CH:13]=[C:12]([CH2:14][CH2:15][CH2:16][CH2:17][OH:18])[N:11]([C:19]3[CH:28]=[CH:27][C:26]4[C:21](=[CH:22][CH:23]=[CH:24][CH:25]=4)[CH:20]=3)[N:10]=2)[CH:5]=[C:6]([Cl:8])[CH:7]=1.[Cr](O[Cr]([O-])(=O)=O)([O-])(=O)=[O:30].[NH+]1C=CC=CC=1.[NH+]1C=CC=CC=1. (2) Given the product [CH2:1]([N:8]1[CH2:13][CH2:12][O:11][CH:10]2[CH2:14][N:15]([CH2:17][CH2:18][CH2:19][O:46][C:43]3[CH:44]=[C:45]4[C:40](=[CH:41][C:42]=3[O:47][CH3:48])[N:39]=[CH:38][N:37]=[C:36]4[NH:35][C:30]3[CH:31]=[CH:32][C:33]([F:34])=[C:28]([Cl:27])[CH:29]=3)[CH2:16][CH:9]12)[C:2]1[CH:3]=[CH:4][CH:5]=[CH:6][CH:7]=1, predict the reactants needed to synthesize it. The reactants are: [CH2:1]([N:8]1[CH2:13][CH2:12][O:11][CH:10]2[CH2:14][N:15]([CH2:17][CH2:18][CH2:19]Cl)[CH2:16][CH:9]12)[C:2]1[CH:7]=[CH:6][CH:5]=[CH:4][CH:3]=1.C([O-])([O-])=O.[K+].[K+].[Cl:27][C:28]1[CH:29]=[C:30]([NH:35][C:36]2[C:45]3[C:40](=[CH:41][C:42]([O:47][CH3:48])=[C:43]([OH:46])[CH:44]=3)[N:39]=[CH:38][N:37]=2)[CH:31]=[CH:32][C:33]=1[F:34]. (3) Given the product [CH2:32]([N:16]([CH:12]([C:11]1[C:2]([Cl:1])=[N:3][C:4]2[C:9]([CH:10]=1)=[CH:8][CH:7]=[C:6]([F:27])[CH:5]=2)[CH2:13][CH:14]=[CH2:15])[C:17](=[O:26])[O:18][CH2:19][C:20]1[CH:25]=[CH:24][CH:23]=[CH:22][CH:21]=1)[CH:31]=[CH2:30], predict the reactants needed to synthesize it. The reactants are: [Cl:1][C:2]1[C:11]([CH:12]([NH:16][C:17](=[O:26])[O:18][CH2:19][C:20]2[CH:25]=[CH:24][CH:23]=[CH:22][CH:21]=2)[CH2:13][CH:14]=[CH2:15])=[CH:10][C:9]2[C:4](=[CH:5][C:6]([F:27])=[CH:7][CH:8]=2)[N:3]=1.[H-].[Na+].[CH2:30](Br)[CH:31]=[CH2:32]. (4) Given the product [C:47]([NH:50][C@@H:51]([CH2:52][C:53]1[CH:58]=[CH:57][CH:56]=[CH:55][CH:54]=1)[C:59]([O-:61])=[O:60])(=[O:49])[CH3:48].[CH3:1][C@H:2]1[N:7]([CH2:8][C:9]([F:10])([F:12])[F:11])[C:6](=[O:13])[C@@H:5]([NH3+:14])[CH2:4][C@H:3]1[C:22]1[C:27]([F:28])=[CH:26][CH:25]=[C:24]([F:29])[C:23]=1[F:30], predict the reactants needed to synthesize it. The reactants are: [CH3:1][C@H:2]1[N:7]([CH2:8][C:9]([F:12])([F:11])[F:10])[C:6](=[O:13])[CH:5]([NH:14]C(=O)OC(C)(C)C)[CH2:4][C@H:3]1[C:22]1[C:27]([F:28])=[CH:26][CH:25]=[C:24]([F:29])[C:23]=1[F:30].C1(C)C=CC(S(=O)=O)=CC=1.C([O-])([O-])=O.[K+].[K+].[C:47]([NH:50][C@H:51]([C:59]([OH:61])=[O:60])[CH2:52][C:53]1[CH:58]=[CH:57][CH:56]=[CH:55][CH:54]=1)(=[O:49])[CH3:48]. (5) Given the product [CH:1]1([CH:7]([NH:26][C:27]2[CH:28]=[CH:29][C:30]([C:33]([N:35]([CH3:43])[CH2:36][CH2:37][C:38]([OH:40])=[O:39])=[O:34])=[CH:31][CH:32]=2)[C:8]2[O:9][C:10]3[CH:17]=[CH:16][C:15]([O:18][CH2:19][C:20]4[CH:21]=[N:22][CH:23]=[CH:24][CH:25]=4)=[CH:14][C:11]=3[C:12]=2[CH3:13])[CH2:6][CH2:5][CH2:4][CH2:3][CH2:2]1, predict the reactants needed to synthesize it. The reactants are: [CH:1]1([CH:7]([NH:26][C:27]2[CH:32]=[CH:31][C:30]([C:33]([N:35]([CH3:43])[CH2:36][CH2:37][C:38]([O:40]CC)=[O:39])=[O:34])=[CH:29][CH:28]=2)[C:8]2[O:9][C:10]3[CH:17]=[CH:16][C:15]([O:18][CH2:19][C:20]4[CH:21]=[N:22][CH:23]=[CH:24][CH:25]=4)=[CH:14][C:11]=3[C:12]=2[CH3:13])[CH2:6][CH2:5][CH2:4][CH2:3][CH2:2]1.[OH-].[Na+].